This data is from Catalyst prediction with 721,799 reactions and 888 catalyst types from USPTO. The task is: Predict which catalyst facilitates the given reaction. Reactant: [CH2:1]([O:3][NH:4][CH2:5][C:6]1[C:7]([F:29])=[C:8]([F:28])[C:9]([NH:19][C:20]2[CH:25]=[CH:24][C:23]([I:26])=[CH:22][C:21]=2[F:27])=[C:10]([CH:18]=1)[C:11]([NH:13][O:14][CH2:15][CH2:16][OH:17])=[O:12])[CH3:2].[C:30](ON1C(=O)C2C=CC=CC=2N=N1)(=[O:32])[CH3:31]. Product: [C:30]([N:4]([CH2:5][C:6]1[C:7]([F:29])=[C:8]([F:28])[C:9]([NH:19][C:20]2[CH:25]=[CH:24][C:23]([I:26])=[CH:22][C:21]=2[F:27])=[C:10]([CH:18]=1)[C:11]([NH:13][O:14][CH2:15][CH2:16][OH:17])=[O:12])[O:3][CH2:1][CH3:2])(=[O:32])[CH3:31]. The catalyst class is: 15.